This data is from Reaction yield outcomes from USPTO patents with 853,638 reactions. The task is: Predict the reaction yield, written as a fraction of the theoretical maximum amount of product (1.0 means a 100% yield; for example, 0.34 means a 34% yield). The reactants are C([O:8][C:9]1[CH:14]=[C:13]([O:15]CC2C=CC=CC=2)[C:12]([Cl:23])=[CH:11][C:10]=1[C:24]1[O:28][N:27]=[C:26]([CH2:29][NH2:30])[C:25]=1[C:31]1[CH:36]=[CH:35][C:34]([F:37])=[CH:33][CH:32]=1)C1C=CC=CC=1.[C:38](OC(=O)C)(=[O:40])[CH3:39].C(N(CC)CC)C.B(Cl)(Cl)Cl. The catalyst is C(Cl)Cl. The product is [Cl:23][C:12]1[C:13]([OH:15])=[CH:14][C:9]([OH:8])=[C:10]([C:24]2[O:28][N:27]=[C:26]([CH2:29][NH:30][C:38](=[O:40])[CH3:39])[C:25]=2[C:31]2[CH:36]=[CH:35][C:34]([F:37])=[CH:33][CH:32]=2)[CH:11]=1. The yield is 0.140.